Predict the product of the given reaction. From a dataset of Forward reaction prediction with 1.9M reactions from USPTO patents (1976-2016). Given the reactants [N+:1]([C:4]1[CH:9]=[CH:8][C:7]([CH2:10][C:11](=O)[CH3:12])=[CH:6][CH:5]=1)([O-:3])=[O:2].Cl.[N+:15]([C:18]1[CH:23]=[CH:22][C:21]([CH2:24][CH2:25][N:26]2[CH2:31][CH2:30][NH:29][CH2:28][CH2:27]2)=[CH:20][CH:19]=1)([O-:17])=[O:16].C([BH3-])#N.[Na+].[OH-].[Na+], predict the reaction product. The product is: [N+:15]([C:18]1[CH:23]=[CH:22][C:21]([CH2:24][CH2:25][N:26]2[CH2:27][CH2:28][N:29]([CH:11]([CH3:12])[CH2:10][C:7]3[CH:8]=[CH:9][C:4]([N+:1]([O-:3])=[O:2])=[CH:5][CH:6]=3)[CH2:30][CH2:31]2)=[CH:20][CH:19]=1)([O-:17])=[O:16].